From a dataset of Forward reaction prediction with 1.9M reactions from USPTO patents (1976-2016). Predict the product of the given reaction. Given the reactants COC(=O)C1C=CC=C(N[C:11](=[O:38])[CH2:12][N:13]2[N:19]=[C:18]([CH:20]3[CH2:25][CH2:24][CH2:23][CH2:22][CH2:21]3)[C:17]3[CH:26]=[CH:27][CH:28]=[CH:29][C:16]=3[N:15]([CH2:30][C:31](=[O:36])[C:32]([CH3:35])([CH3:34])[CH3:33])[C:14]2=[O:37])C=1.[CH2:40]([O:42]C(=O)CN1C2C(=CC(N)=CC=2)C=C1)[CH3:41].[N+](C1C=C2C(=CC=1)NC=C2)([O-])=O.COC(=O)C1C=CC=C(N)C=1, predict the reaction product. The product is: [CH2:40]([O:42][C:11](=[O:38])[CH2:12][N:13]1[N:19]=[C:18]([CH:20]2[CH2:21][CH2:22][CH2:23][CH2:24][CH2:25]2)[C:17]2[CH:26]=[CH:27][CH:28]=[CH:29][C:16]=2[N:15]([CH2:30][C:31](=[O:36])[C:32]([CH3:34])([CH3:33])[CH3:35])[C:14]1=[O:37])[CH3:41].